This data is from Full USPTO retrosynthesis dataset with 1.9M reactions from patents (1976-2016). The task is: Predict the reactants needed to synthesize the given product. Given the product [Cl:1][C:2]1[CH:7]=[CH:6][C:5]([OH:8])=[CH:4][C:3]=1[C:10]1[O:11][C:12]2[C:17]([C:18](=[O:20])[CH:19]=1)=[C:16]([OH:21])[CH:15]=[C:14]([OH:23])[C:13]=2[C@@H:25]1[CH2:29][CH2:28][N:27]([CH3:30])[C@H:26]1[CH2:31][OH:32], predict the reactants needed to synthesize it. The reactants are: [Cl:1][C:2]1[CH:7]=[CH:6][C:5]([O:8]C)=[CH:4][C:3]=1[C:10]1[O:11][C:12]2[C:17]([C:18](=[O:20])[CH:19]=1)=[C:16]([O:21]C)[CH:15]=[C:14]([O:23]C)[C:13]=2[C@@H:25]1[CH2:29][CH2:28][N:27]([CH3:30])[C@H:26]1[CH2:31][OH:32].Cl.N1C=CC=CC=1.